Dataset: Catalyst prediction with 721,799 reactions and 888 catalyst types from USPTO. Task: Predict which catalyst facilitates the given reaction. (1) Reactant: [F:1][C:2]1[CH:7]=[CH:6][C:5]([NH:8][C:9]([NH2:11])=[S:10])=[CH:4][CH:3]=1.Cl[CH2:13][C:14]([CH2:16]Cl)=O.[NH2:18][C:19]1[C:24]([C:25]#[N:26])=[C:23]([C:27]2[CH:28]=[N:29][C:30]([NH:33][CH2:34][CH2:35][OH:36])=[CH:31][CH:32]=2)[C:22]([C:37]#[N:38])=[C:21]([SH:39])[N:20]=1.C(=O)(O)[O-].[Na+]. Product: [NH2:18][C:19]1[C:24]([C:25]#[N:26])=[C:23]([C:27]2[CH:28]=[N:29][C:30]([NH:33][CH2:34][CH2:35][OH:36])=[CH:31][CH:32]=2)[C:22]([C:37]#[N:38])=[C:21]([S:39][CH2:16][C:14]2[N:11]=[C:9]([NH:8][C:5]3[CH:4]=[CH:3][C:2]([F:1])=[CH:7][CH:6]=3)[S:10][CH:13]=2)[N:20]=1. The catalyst class is: 3. (2) Reactant: Br[C:2]1[CH:3]=[CH:4][C:5]([Cl:14])=[C:6]([C:8]2[CH:9]=[N:10][CH:11]=[CH:12][CH:13]=2)[CH:7]=1.[B:15]1([B:15]2[O:20][CH2:19][C:18]([CH3:22])([CH3:21])[CH2:17][O:16]2)[O:20][CH2:19][C:18]([CH3:22])([CH3:21])[CH2:17][O:16]1.C([O-])(=O)C.[K+]. Product: [Cl:14][C:5]1[CH:4]=[CH:3][C:2]([B:15]2[O:20][CH2:19][C:18]([CH3:22])([CH3:21])[CH2:17][O:16]2)=[CH:7][C:6]=1[C:8]1[CH:9]=[N:10][CH:11]=[CH:12][CH:13]=1. The catalyst class is: 873. (3) Reactant: [F:1][C:2]1[CH:10]=[C:9]2[C:5]([C:6]([C:11]3[CH:12]=[C:13]4[C:17](=[CH:18][CH:19]=3)[N:16]([CH2:20][CH2:21][C:22](O)=[O:23])[N:15]=[CH:14]4)=[CH:7][NH:8]2)=[CH:4][CH:3]=1.[C:25]([O:29][C:30]([N:32]1[CH2:37][CH2:36][NH:35][CH2:34][CH2:33]1)=[O:31])([CH3:28])([CH3:27])[CH3:26].CN(C(ON1N=NC2C=CC=NC1=2)=[N+](C)C)C.F[P-](F)(F)(F)(F)F.CCN(C(C)C)C(C)C. Product: [F:1][C:2]1[CH:10]=[C:9]2[C:5]([C:6]([C:11]3[CH:12]=[C:13]4[C:17](=[CH:18][CH:19]=3)[N:16]([CH2:20][CH2:21][C:22]([N:35]3[CH2:36][CH2:37][N:32]([C:30]([O:29][C:25]([CH3:28])([CH3:26])[CH3:27])=[O:31])[CH2:33][CH2:34]3)=[O:23])[N:15]=[CH:14]4)=[CH:7][NH:8]2)=[CH:4][CH:3]=1. The catalyst class is: 18. (4) Reactant: Br[C:2]1[CH:3]=[CH:4][C:5]([N+:10]([O-:12])=[O:11])=[C:6]([CH:9]=1)[NH:7][CH3:8].[B:13]1([B:13]2[O:17][C:16]([CH3:19])([CH3:18])[C:15]([CH3:21])([CH3:20])[O:14]2)[O:17][C:16]([CH3:19])([CH3:18])[C:15]([CH3:21])([CH3:20])[O:14]1.C([O-])(=O)C.[K+]. Product: [CH3:8][NH:7][C:6]1[CH:9]=[C:2]([B:13]2[O:17][C:16]([CH3:19])([CH3:18])[C:15]([CH3:21])([CH3:20])[O:14]2)[CH:3]=[CH:4][C:5]=1[N+:10]([O-:12])=[O:11]. The catalyst class is: 12. (5) Reactant: Cl[C:2]1[C:11]([CH3:12])=[C:10]([Cl:13])[C:9]2[C:4](=[CH:5][C:6]([F:15])=[CH:7][C:8]=2[F:14])[N:3]=1.CC1(C)C(C)(C)OB([C:24]2[CH:29]=[CH:28][N:27]=[C:26]([N:30]3[CH2:35][CH2:34][NH:33][CH2:32][CH2:31]3)[CH:25]=2)O1.C(=O)([O-])[O-].[K+].[K+]. Product: [Cl:13][C:10]1[C:9]2[C:4](=[CH:5][C:6]([F:15])=[CH:7][C:8]=2[F:14])[N:3]=[C:2]([C:24]2[CH:29]=[CH:28][N:27]=[C:26]([N:30]3[CH2:31][CH2:32][NH:33][CH2:34][CH2:35]3)[CH:25]=2)[C:11]=1[CH3:12]. The catalyst class is: 11. (6) Reactant: Br[C:2]1[CH:7]=[C:6]([F:8])[C:5]([Br:9])=[CH:4][C:3]=1[F:10].[Li]CCCC.CN([CH:19]=[O:20])C. Product: [Br:9][C:5]1[C:6]([F:8])=[CH:7][C:2]([CH:19]=[O:20])=[C:3]([F:10])[CH:4]=1. The catalyst class is: 28.